Predict the product of the given reaction. From a dataset of Forward reaction prediction with 1.9M reactions from USPTO patents (1976-2016). (1) Given the reactants [CH:1]1([NH:4][C:5](=[O:23])[CH2:6][CH2:7][C:8]2[CH:13]=[CH:12][CH:11]=[C:10](B3OC(C)(C)C(C)(C)O3)[CH:9]=2)[CH2:3][CH2:2]1.CC(OC(OC(OC(C)(C)C)=O)=O)(C)C.[F-].[Cs+].[C:41]([O:45][C:46]([N:48]([C:65]1[CH:70]=[CH:69][N:68]=[C:67](Cl)[N:66]=1)[C:49]1[CH:50]=[C:51]2[C:55](=[CH:56][CH:57]=1)[N:54]([C:58]([O:60][C:61]([CH3:64])([CH3:63])[CH3:62])=[O:59])[N:53]=[CH:52]2)=[O:47])([CH3:44])([CH3:43])[CH3:42], predict the reaction product. The product is: [C:41]([O:45][C:46]([N:48]([C:65]1[CH:70]=[CH:69][N:68]=[C:67]([C:10]2[CH:11]=[CH:12][CH:13]=[C:8]([CH2:7][CH2:6][C:5]([NH:4][CH:1]3[CH2:2][CH2:3]3)=[O:23])[CH:9]=2)[N:66]=1)[C:49]1[CH:50]=[C:51]2[C:55](=[CH:56][CH:57]=1)[N:54]([C:58]([O:60][C:61]([CH3:63])([CH3:64])[CH3:62])=[O:59])[N:53]=[CH:52]2)=[O:47])([CH3:42])([CH3:43])[CH3:44]. (2) The product is: [OH:8][C:9]1[CH:17]=[CH:16][CH:15]=[C:14]2[C:10]=1[C:11]([CH2:18][CH2:19][C:20]1[CH:25]=[CH:24][CH:23]=[CH:22][CH:21]=1)=[CH:12][NH:13]2. Given the reactants C([O:8][C:9]1[CH:17]=[CH:16][CH:15]=[C:14]2[C:10]=1[C:11](/[CH:18]=[CH:19]/[C:20]1[CH:25]=[CH:24][CH:23]=[CH:22][CH:21]=1)=[CH:12][NH:13]2)C1C=CC=CC=1, predict the reaction product. (3) The product is: [F:1][C:2]1[CH:3]=[CH:4][C:5]2=[C:26]3[C:27](=[C:32]([NH2:33])[N:8]=[C:6]2[CH:7]=1)[N:28]=[CH:29][CH:30]=[CH:31]3. Given the reactants [F:1][C:2]1[CH:3]=[CH:4][C:5](B2OC(C)(C)C(C)(C)O2)=[C:6]([NH:8]C(=O)OC(C)(C)C)[CH:7]=1.Br[C:26]1[C:27]([C:32]#[N:33])=[N:28][CH:29]=[CH:30][CH:31]=1.C(=O)([O-])[O-].[K+].[K+], predict the reaction product. (4) Given the reactants Br[C:2]1[C:3]([CH3:19])=[C:4]([CH2:12][N:13]2[CH2:18][CH2:17][O:16][CH2:15][CH2:14]2)[N:5]2[C:10]=1[C:9]([NH2:11])=[N:8][CH:7]=[N:6]2.[F:20][C:21]1[CH:26]=[CH:25][C:24]([C:27]([F:30])([F:29])[F:28])=[CH:23][C:22]=1[NH:31][C:32]([NH:34][C:35]1[CH:40]=[CH:39][C:38](B2OC(C)(C)C(C)(C)O2)=[CH:37][C:36]=1[CH3:50])=[O:33].FC1C=CC(C(F)(F)F)=CC=1NC(NC1C=CC(B2OC(C)(C)C(C)(C)O2)=CC=1)=O, predict the reaction product. The product is: [NH2:11][C:9]1[C:10]2=[C:2]([C:38]3[CH:39]=[CH:40][C:35]([NH:34][C:32]([NH:31][C:22]4[CH:23]=[C:24]([C:27]([F:29])([F:30])[F:28])[CH:25]=[CH:26][C:21]=4[F:20])=[O:33])=[C:36]([CH3:50])[CH:37]=3)[C:3]([CH3:19])=[C:4]([CH2:12][N:13]3[CH2:18][CH2:17][O:16][CH2:15][CH2:14]3)[N:5]2[N:6]=[CH:7][N:8]=1. (5) Given the reactants [OH:1][C:2]1[CH:9]=[CH:8][C:5]([CH:6]=O)=[CH:4][CH:3]=1.C([NH:29][CH2:30][CH2:31][N:32]1[C:36](=[O:37])[CH2:35][S:34][C:33]1=[O:38])(C1C=CC=CC=1)(C1C=CC=CC=1)C1C=CC=CC=1.N1CCCCC1.NCCN1C(=O)/C(=C/C2C=CC=CC=2)/SC1=O, predict the reaction product. The product is: [NH2:29][CH2:30][CH2:31][N:32]1[C:36](=[O:37])/[C:35](=[CH:6]/[C:5]2[CH:8]=[CH:9][C:2]([OH:1])=[CH:3][CH:4]=2)/[S:34][C:33]1=[O:38].